Predict the reactants needed to synthesize the given product. From a dataset of Full USPTO retrosynthesis dataset with 1.9M reactions from patents (1976-2016). (1) Given the product [C:35]([NH:39][C:40](=[O:41])[NH:1][C:2]1[CH:3]=[CH:4][C:5]([CH:8]2[CH2:13][CH2:12][CH:11]([N:14]3[CH2:15][CH:16]([NH:18][C:19]([CH2:21][NH:22][C:23](=[O:34])[C:24]4[CH:29]=[CH:28][CH:27]=[C:26]([C:30]([F:33])([F:31])[F:32])[CH:25]=4)=[O:20])[CH2:17]3)[CH2:10][CH2:9]2)=[CH:6][CH:7]=1)([CH3:38])([CH3:37])[CH3:36], predict the reactants needed to synthesize it. The reactants are: [NH2:1][C:2]1[CH:7]=[CH:6][C:5]([CH:8]2[CH2:13][CH2:12][CH:11]([N:14]3[CH2:17][CH:16]([NH:18][C:19]([CH2:21][NH:22][C:23](=[O:34])[C:24]4[CH:29]=[CH:28][CH:27]=[C:26]([C:30]([F:33])([F:32])[F:31])[CH:25]=4)=[O:20])[CH2:15]3)[CH2:10][CH2:9]2)=[CH:4][CH:3]=1.[C:35]([N:39]=[C:40]=[O:41])([CH3:38])([CH3:37])[CH3:36]. (2) Given the product [F:17][C:18]1[CH:23]=[CH:22][C:21]([F:24])=[CH:20][C:19]=1[CH:25]1[CH2:30][CH2:29][CH2:28][CH2:27][N:26]1[C:31]1[CH:32]=[CH:33][C:34]2[N:35]([C:37]([C:40]([NH:16][S:13]([C:10]3[CH:9]=[CH:8][C:7]([N:4]4[CH2:5][CH2:6][C@H:2]([OH:1])[CH2:3]4)=[CH:12][CH:11]=3)(=[O:15])=[O:14])=[O:41])=[CH:38][N:39]=2)[CH:36]=1, predict the reactants needed to synthesize it. The reactants are: [OH:1][CH:2]1[CH2:6][CH2:5][N:4]([C:7]2[CH:12]=[CH:11][C:10]([S:13]([NH2:16])(=[O:15])=[O:14])=[CH:9][CH:8]=2)[CH2:3]1.[F:17][C:18]1[CH:23]=[CH:22][C:21]([F:24])=[CH:20][C:19]=1[CH:25]1[CH2:30][CH2:29][CH2:28][CH2:27][N:26]1[C:31]1[CH:32]=[CH:33][C:34]2[N:35]([C:37]([C:40](O)=[O:41])=[CH:38][N:39]=2)[CH:36]=1. (3) Given the product [ClH:1].[ClH:1].[P:2]([OH:4])([OH:9])([O:14][CH2:15][C@@H:16]1[CH2:20][CH2:19][CH2:18][N:17]1[CH2:21][CH2:22][CH2:23][O:24][C:25]1[CH:34]=[C:33]2[C:28]([C:29]([NH:35][C:36]3[S:37][C:38]([CH2:41][C:42]([NH:44][C:45]4[CH:50]=[CH:49][CH:48]=[C:47]([F:51])[CH:46]=4)=[O:43])=[CH:39][N:40]=3)=[N:30][CH:31]=[N:32]2)=[CH:27][C:26]=1[O:52][CH3:53])=[O:3], predict the reactants needed to synthesize it. The reactants are: [ClH:1].[P:2]([O:14][CH2:15][C@@H:16]1[CH2:20][CH2:19][CH2:18][N:17]1[CH2:21][CH2:22][CH2:23][O:24][C:25]1[CH:34]=[C:33]2[C:28]([C:29]([NH:35][C:36]3[S:37][C:38]([CH2:41][C:42]([NH:44][C:45]4[CH:50]=[CH:49][CH:48]=[C:47]([F:51])[CH:46]=4)=[O:43])=[CH:39][N:40]=3)=[N:30][CH:31]=[N:32]2)=[CH:27][C:26]=1[O:52][CH3:53])([O:9]C(C)(C)C)([O:4]C(C)(C)C)=[O:3]. (4) Given the product [C:2]([O:5][C:6]1[CH:7]=[C:8]([CH:23]=[CH:24][C:25]=1[CH3:26])[NH:9][C:10]1[C:19]2[C:14](=[CH:15][C:16]([O:22][CH2:29][C:30]3[CH:31]=[N:32][CH:33]=[CH:34][CH:35]=3)=[C:17]([O:20][CH3:21])[CH:18]=2)[N:13]=[CH:12][N:11]=1)(=[O:4])[CH3:3], predict the reactants needed to synthesize it. The reactants are: Cl.[C:2]([O:5][C:6]1[CH:7]=[C:8]([CH:23]=[CH:24][C:25]=1[CH3:26])[NH:9][C:10]1[C:19]2[C:14](=[CH:15][C:16]([OH:22])=[C:17]([O:20][CH3:21])[CH:18]=2)[N:13]=[CH:12][N:11]=1)(=[O:4])[CH3:3].Br.Br[CH2:29][C:30]1[CH:31]=[N:32][CH:33]=[CH:34][CH:35]=1.